From a dataset of Forward reaction prediction with 1.9M reactions from USPTO patents (1976-2016). Predict the product of the given reaction. (1) Given the reactants [CH2:1]([N:8]1[CH2:13][CH2:12][C:11](=O)[CH2:10][CH2:9]1)[C:2]1[CH:7]=[CH:6][CH:5]=[CH:4][CH:3]=1.[NH2:15][C:16]1[CH:17]=[C:18]2[C:22](=[CH:23][CH:24]=1)[NH:21][N:20]=[CH:19]2.C(O)(=O)C.[OH-].[Na+], predict the reaction product. The product is: [CH2:1]([N:8]1[CH2:13][CH2:12][CH:11]([NH:15][C:16]2[CH:17]=[C:18]3[C:22](=[CH:23][CH:24]=2)[NH:21][N:20]=[CH:19]3)[CH2:10][CH2:9]1)[C:2]1[CH:7]=[CH:6][CH:5]=[CH:4][CH:3]=1. (2) The product is: [ClH:38].[Br:35][C:32]1[CH:33]=[CH:34][C:29]([CH2:28][CH2:27][N:13]([CH2:12][C:11]2[CH:36]=[CH:37][C:8]([S:5]([NH:4][C:1](=[O:3])[CH3:2])(=[O:7])=[O:6])=[CH:9][CH:10]=2)[CH:14]2[CH2:19][CH2:18][NH:17][CH2:16][CH2:15]2)=[CH:30][CH:31]=1. Given the reactants [C:1]([NH:4][S:5]([C:8]1[CH:37]=[CH:36][C:11]([CH2:12][N:13]([CH2:27][CH2:28][C:29]2[CH:34]=[CH:33][C:32]([Br:35])=[CH:31][CH:30]=2)[CH:14]2[CH2:19][CH2:18][N:17](C(OC(C)(C)C)=O)[CH2:16][CH2:15]2)=[CH:10][CH:9]=1)(=[O:7])=[O:6])(=[O:3])[CH3:2].[ClH:38], predict the reaction product. (3) Given the reactants [CH3:1][C:2]1[NH:6][N:5]=[C:4]([CH2:7][C:8]([OH:10])=O)[N:3]=1.[CH2:11]([C@@H:18]1[NH:23][CH2:22][CH2:21][N:20]([C:24]2[CH:29]=[CH:28][C:27]([O:30][CH3:31])=[C:26]([O:32][CH:33]([F:35])[F:34])[CH:25]=2)[CH2:19]1)[C:12]1[CH:17]=[CH:16][CH:15]=[CH:14][CH:13]=1, predict the reaction product. The product is: [CH2:11]([C@H:18]1[CH2:19][N:20]([C:24]2[CH:29]=[CH:28][C:27]([O:30][CH3:31])=[C:26]([O:32][CH:33]([F:35])[F:34])[CH:25]=2)[CH2:21][CH2:22][N:23]1[C:8](=[O:10])[CH2:7][C:4]1[N:3]=[C:2]([CH3:1])[NH:6][N:5]=1)[C:12]1[CH:13]=[CH:14][CH:15]=[CH:16][CH:17]=1. (4) Given the reactants CCN(C(C)C)C(C)C.C1C=CC2N(O)N=NC=2C=1.C(Cl)CCl.[NH2:24][CH2:25][CH2:26][N:27]1[CH2:31][CH2:30][CH2:29][CH2:28]1.[NH2:32][C:33]1[N:38]=[C:37]([NH:39][CH2:40][CH2:41][CH2:42][N:43]2[CH:47]=[C:46]([C:48]3[CH:53]=[CH:52][C:51]([Cl:54])=[CH:50][C:49]=3[Cl:55])[CH:45]=[C:44]2[C:56](O)=[O:57])[CH:36]=[CH:35][C:34]=1[N+:59]([O-:61])=[O:60], predict the reaction product. The product is: [NH2:32][C:33]1[N:38]=[C:37]([NH:39][CH2:40][CH2:41][CH2:42][N:43]2[CH:47]=[C:46]([C:48]3[CH:53]=[CH:52][C:51]([Cl:54])=[CH:50][C:49]=3[Cl:55])[CH:45]=[C:44]2[C:56]([NH:24][CH2:25][CH2:26][N:27]2[CH2:31][CH2:30][CH2:29][CH2:28]2)=[O:57])[CH:36]=[CH:35][C:34]=1[N+:59]([O-:61])=[O:60]. (5) Given the reactants [CH2:1]([N:3]1[C:7]2=[N:8][C:9]([CH2:18][CH3:19])=[C:10]([C:13]([O:15][CH2:16][CH3:17])=[O:14])[C:11](O)=[C:6]2[CH:5]=[N:4]1)[CH3:2].C(Cl)(=O)C([Cl:23])=O, predict the reaction product. The product is: [Cl:23][C:11]1[C:10]([C:13]([O:15][CH2:16][CH3:17])=[O:14])=[C:9]([CH2:18][CH3:19])[N:8]=[C:7]2[N:3]([CH2:1][CH3:2])[N:4]=[CH:5][C:6]=12. (6) Given the reactants [CH:1]1([CH2:4][N:5]2[C:9]3[CH:10]=[CH:11][C:12]([C:14]#[N:15])=[CH:13][C:8]=3[N:7]=[C:6]2[CH2:16][C:17]2[CH:22]=[CH:21][C:20]([OH:23])=[CH:19][N:18]=2)[CH2:3][CH2:2]1.CO[Na].CO.[CH2:29](I)[CH3:30], predict the reaction product. The product is: [CH:1]1([CH2:4][N:5]2[C:9]3[CH:10]=[CH:11][C:12]([C:14]#[N:15])=[CH:13][C:8]=3[N:7]=[C:6]2[CH2:16][C:17]2[CH:22]=[CH:21][C:20]([O:23][CH2:29][CH3:30])=[CH:19][N:18]=2)[CH2:3][CH2:2]1. (7) Given the reactants [Cl:1][C:2]1[C:11]([CH:12]=O)=[CH:10][C:9]2[C:4](=[CH:5][CH:6]=[CH:7][CH:8]=2)[N:3]=1.[CH3:14][O:15][C:16]1[CH:17]=[C:18]([CH:22]=[CH:23][C:24]=1[O:25][CH3:26])[CH2:19][C:20]#[N:21], predict the reaction product. The product is: [Cl:1][C:2]1[C:11](/[CH:12]=[C:19](/[C:18]2[CH:22]=[CH:23][C:24]([O:25][CH3:26])=[C:16]([O:15][CH3:14])[CH:17]=2)\[C:20]#[N:21])=[CH:10][C:9]2[C:4](=[CH:5][CH:6]=[CH:7][CH:8]=2)[N:3]=1. (8) Given the reactants [H-].[Na+].[CH:3]1([OH:7])[CH2:6][CH2:5][CH2:4]1.[CH3:8][O:9][CH2:10][N:11]1[CH:15]=[C:14]([C:16]([O:18][CH2:19][CH3:20])=[O:17])[C:13]([CH2:21]OS(C2C=CC=CC=2)(=O)=O)=[N:12]1, predict the reaction product. The product is: [CH:3]1([O:7][CH2:21][C:13]2[C:14]([C:16]([O:18][CH2:19][CH3:20])=[O:17])=[CH:15][N:11]([CH2:10][O:9][CH3:8])[N:12]=2)[CH2:6][CH2:5][CH2:4]1. (9) Given the reactants [CH3:1][O:2][C:3]([C:5]1[CH:6]=[CH:7][C:8]([C:11]([OH:13])=[O:12])=[N:9][CH:10]=1)=[O:4].[CH3:14][C:15](OC(OC(O[C:15]([CH3:17])([CH3:16])[CH3:14])=O)=O)([CH3:17])[CH3:16].Cl, predict the reaction product. The product is: [C:15]([O:12][C:11]([C:8]1[CH:7]=[CH:6][C:5]([C:3]([O:2][CH3:1])=[O:4])=[CH:10][N:9]=1)=[O:13])([CH3:17])([CH3:16])[CH3:14].